Dataset: Forward reaction prediction with 1.9M reactions from USPTO patents (1976-2016). Task: Predict the product of the given reaction. (1) Given the reactants [NH2:1][C:2]1[CH:7]=[CH:6][CH:5]=[CH:4][C:3]=1[C:8]1[CH:13]=[CH:12][CH:11]=[CH:10][C:9]=1[NH:14][C:15](=[O:33])[C:16]([C:19]1[CH:24]=[C:23]([C:25]([F:28])([F:27])[F:26])[CH:22]=[C:21]([C:29]([F:32])([F:31])[F:30])[CH:20]=1)([CH3:18])[CH3:17].CI.[C:36](OCC)(=O)C, predict the reaction product. The product is: [NH2:1][C:2]1[CH:7]=[CH:6][CH:5]=[CH:4][C:3]=1[C:8]1[CH:13]=[CH:12][CH:11]=[CH:10][C:9]=1[N:14]([CH3:36])[C:15](=[O:33])[C:16]([C:19]1[CH:20]=[C:21]([C:29]([F:30])([F:31])[F:32])[CH:22]=[C:23]([C:25]([F:26])([F:27])[F:28])[CH:24]=1)([CH3:18])[CH3:17]. (2) Given the reactants C([O:3][C:4]([C@H:6]1[C@H:11]([C:12]2[CH:17]=[CH:16][C:15]([C:18]3[CH:23]=[CH:22][CH:21]=[CH:20][CH:19]=3)=[CH:14][CH:13]=2)[CH2:10][CH2:9][N:8]([C:24]([O:26][C:27]([CH3:30])([CH3:29])[CH3:28])=[O:25])[CH2:7]1)=[O:5])C.[OH-].[K+].Cl, predict the reaction product. The product is: [C:27]([O:26][C:24]([N:8]1[CH2:9][CH2:10][C@@H:11]([C:12]2[CH:13]=[CH:14][C:15]([C:18]3[CH:19]=[CH:20][CH:21]=[CH:22][CH:23]=3)=[CH:16][CH:17]=2)[C@H:6]([C:4]([OH:5])=[O:3])[CH2:7]1)=[O:25])([CH3:30])([CH3:28])[CH3:29]. (3) The product is: [CH3:37][C:9]1[CH:10]=[C:11]([O:14][CH2:15][CH2:16][C@@H:17]([O:19][C:20]2[C:25]([O:26][C:27]3[CH:32]=[CH:31][CH:30]=[CH:29][CH:28]=3)=[CH:24][C:23]([C:33]([F:36])([F:34])[F:35])=[CH:22][N:21]=2)[CH3:18])[CH:12]=[CH:13][C:8]=1[CH2:7][CH2:6][C:5]([OH:38])=[O:4]. Given the reactants [OH-].[Na+].C[O:4][C:5](=[O:38])[CH2:6][CH2:7][C:8]1[CH:13]=[CH:12][C:11]([O:14][CH2:15][CH2:16][C@@H:17]([O:19][C:20]2[C:25]([O:26][C:27]3[CH:32]=[CH:31][CH:30]=[CH:29][CH:28]=3)=[CH:24][C:23]([C:33]([F:36])([F:35])[F:34])=[CH:22][N:21]=2)[CH3:18])=[CH:10][C:9]=1[CH3:37].Cl, predict the reaction product. (4) Given the reactants ClC1C[CH2:10][CH2:9][C:8]2[N:7]=[C:6]([C:12]3[C:17]([CH2:18][CH3:19])=[CH:16][CH:15]=[CH:14][C:13]=3[CH2:20][CH3:21])[CH:5]=[C:4]([O:22][CH3:23])[C:3]1=2.[CH3:24][C:25]#N.C([O-])([O-])=O.[K+].[K+].[CH2:33]([NH:35][C:36]1[C:45]2[C:40](=[CH:41][CH:42]=[CH:43][CH:44]=2)[CH:39]=[CH:38][CH:37]=1)[CH3:34].[C:46]([OH:52])([C:48]([F:51])([F:50])[F:49])=[O:47], predict the reaction product. The product is: [CH2:18]([C:17]1[CH:16]=[CH:15][CH:14]=[C:13]([CH2:20][CH3:21])[C:12]=1[C:6]1[CH:5]=[C:4]([O:22][CH3:23])[C:3]2[CH:33]([N:35]([CH2:24][CH3:25])[C:36]3[C:45]4[C:40](=[CH:41][CH:42]=[CH:43][CH:44]=4)[CH:39]=[CH:38][CH:37]=3)[CH2:34][CH2:10][CH2:9][C:8]=2[N:7]=1)[CH3:19].[C:46]([OH:52])([C:48]([F:51])([F:50])[F:49])=[O:47]. (5) Given the reactants [Cl:1][C:2]1[CH:7]=[CH:6][C:5]([CH2:8][C:9]2[C:18]3[C:13](=[CH:14][CH:15]=[CH:16][CH:17]=3)[C:12](=[O:19])[N:11]([CH:20]3[CH2:26][CH2:25][CH2:24][N:23]([CH2:27][CH2:28][NH:29]C(=O)OC(C)(C)C)[CH2:22][CH2:21]3)[N:10]=2)=[CH:4][CH:3]=1.Cl, predict the reaction product. The product is: [ClH:1].[NH2:29][CH2:28][CH2:27][N:23]1[CH2:24][CH2:25][CH2:26][CH:20]([N:11]2[N:10]=[C:9]([CH2:8][C:5]3[CH:6]=[CH:7][C:2]([Cl:1])=[CH:3][CH:4]=3)[C:18]3[C:13](=[CH:14][CH:15]=[CH:16][CH:17]=3)[C:12]2=[O:19])[CH2:21][CH2:22]1. (6) Given the reactants [N:1]1([CH2:6][CH2:7][O:8][C:9]2[CH:10]=[C:11]3[C:16](=[CH:17][CH:18]=2)[C:15](=[O:19])[CH2:14][CH2:13][CH2:12]3)[CH:5]=[CH:4][N:3]=[CH:2]1.[CH2:20]([N:22]([CH2:25][CH2:26][O:27][C:28]1[CH:35]=[CH:34][C:31]([CH:32]=O)=[CH:30][CH:29]=1)[CH2:23][CH3:24])[CH3:21], predict the reaction product. The product is: [CH2:23]([N:22]([CH2:20][CH3:21])[CH2:25][CH2:26][O:27][C:28]1[CH:29]=[CH:30][C:31]([CH:32]=[C:14]2[CH2:13][CH2:12][C:11]3[C:16](=[CH:17][CH:18]=[C:9]([O:8][CH2:7][CH2:6][N:1]4[CH:5]=[CH:4][N:3]=[CH:2]4)[CH:10]=3)[C:15]2=[O:19])=[CH:34][CH:35]=1)[CH3:24]. (7) Given the reactants Br[C:2]1[CH:7]=[CH:6][C:5]([O:8][CH3:9])=[C:4]([N+:10]([O-:12])=[O:11])[CH:3]=1.[CH3:13][C:14]1([CH3:21])[NH:19][CH2:18][CH2:17][NH:16][C:15]1=[O:20].P([O-])([O-])([O-])=O.[K+].[K+].[K+].[C@@H]1(N)CCCC[C@H]1N.N, predict the reaction product. The product is: [CH3:13][C:14]1([CH3:21])[NH:19][CH2:18][CH2:17][N:16]([C:2]2[CH:7]=[CH:6][C:5]([O:8][CH3:9])=[C:4]([N+:10]([O-:12])=[O:11])[CH:3]=2)[C:15]1=[O:20].